This data is from Forward reaction prediction with 1.9M reactions from USPTO patents (1976-2016). The task is: Predict the product of the given reaction. (1) Given the reactants [F:1][C:2]1[C:3]([O:20][CH3:21])=[C:4]([C:8]2[NH:9][C:10]([CH3:19])=[C:11]([CH2:15][CH:16]([CH3:18])[CH3:17])[C:12](=[O:14])[N:13]=2)[CH:5]=[CH:6][CH:7]=1.[H-].[Li+].[Li+].[Br-].[F:26][C:27]1[CH:35]=[CH:34][CH:33]=[CH:32][C:28]=1[CH2:29][CH2:30]Br, predict the reaction product. The product is: [F:1][C:2]1[C:3]([O:20][CH3:21])=[C:4]([C:8]2[N:13]([CH2:30][CH2:29][C:28]3[CH:32]=[CH:33][CH:34]=[CH:35][C:27]=3[F:26])[C:12](=[O:14])[C:11]([CH2:15][CH:16]([CH3:17])[CH3:18])=[C:10]([CH3:19])[N:9]=2)[CH:5]=[CH:6][CH:7]=1. (2) Given the reactants [Li+].C[Si]([N-][Si](C)(C)C)(C)C.[OH:11][CH:12]([CH:23]([CH3:25])[CH3:24])[C:13]([NH:15][C:16]1[CH:21]=[CH:20][C:19]([CH3:22])=[CH:18][N:17]=1)=[O:14].Cl[C:27]1[N:32]=[CH:31][N:30]=[C:29]2[N:33]([C:36]3[CH:41]=[CH:40][CH:39]=[CH:38][C:37]=3[Cl:42])[N:34]=[CH:35][C:28]=12, predict the reaction product. The product is: [Cl:42][C:37]1[CH:38]=[CH:39][CH:40]=[CH:41][C:36]=1[N:33]1[C:29]2=[N:30][CH:31]=[N:32][C:27]([O:11][CH:12]([CH:23]([CH3:25])[CH3:24])[C:13]([NH:15][C:16]3[CH:21]=[CH:20][C:19]([CH3:22])=[CH:18][N:17]=3)=[O:14])=[C:28]2[CH:35]=[N:34]1. (3) Given the reactants [C:1]([NH:4][CH2:5][C@@H:6]1[O:10][C:9](=[O:11])[N:8]([C:12]2[CH:13]=[C:14]3[C:19](=[CH:20][CH:21]=2)[CH2:18]N(C(OC)=O)C[CH2:15]3)[CH2:7]1)(=[O:3])[CH3:2].[CH3:26][O:27]C1C=CC(P2(SP(C3C=CC(OC)=CC=3)(=S)S2)=S)=CC=1, predict the reaction product. The product is: [CH2:15]1[C:14]2[CH:13]=[C:12]([N:8]3[CH2:7][C@H:6]([CH2:5][NH:4][C:1](=[O:3])[CH3:2])[O:10][C:9]3=[O:11])[CH:21]=[CH:20][C:19]=2[CH2:18][CH2:26][O:27]1. (4) Given the reactants C1CC=CCC=1.C([O:14][CH:15]1[CH2:21][CH2:20][N:19]2[N:22]=[N:23][N:24]=[C:18]2[CH2:17][CH2:16]1)C1C=CC=CC=1, predict the reaction product. The product is: [N:24]1[N:23]=[N:22][N:19]2[CH2:20][CH2:21][CH:15]([OH:14])[CH2:16][CH2:17][C:18]=12.